This data is from Forward reaction prediction with 1.9M reactions from USPTO patents (1976-2016). The task is: Predict the product of the given reaction. Given the reactants [Br:1][CH2:2][CH2:3][N:4]([CH2:20][CH2:21][Br:22])[C:5]1[C:6]([N+:17]([O-:19])=[O:18])=[CH:7][C:8]([N+:14]([O-:16])=[O:15])=[C:9]([CH:13]=1)[C:10]([OH:12])=O.C(Br)(=O)C(Br)=O.[NH2:29][CH2:30][CH2:31][CH2:32][OH:33].CCOC(C)=O.O(C(C)C)C(C)C, predict the reaction product. The product is: [OH:33][CH2:32][CH2:31][CH2:30][NH:29][C:10](=[O:12])[C:9]1[CH:13]=[C:5]([N:4]([CH2:3][CH2:2][Br:1])[CH2:20][CH2:21][Br:22])[C:6]([N+:17]([O-:19])=[O:18])=[CH:7][C:8]=1[N+:14]([O-:16])=[O:15].